This data is from Reaction yield outcomes from USPTO patents with 853,638 reactions. The task is: Predict the reaction yield, written as a fraction of the theoretical maximum amount of product (1.0 means a 100% yield; for example, 0.34 means a 34% yield). (1) The reactants are [C:1]([NH:9][C@H:10]1[CH2:14][N:13]([C:15](=[O:25])[CH2:16][NH:17]C(OC(C)(C)C)=O)[C@H:12]([C:26]([OH:28])=[O:27])[CH2:11]1)(=[O:8])[C:2]1[CH:7]=[CH:6][CH:5]=[CH:4][CH:3]=1.[ClH:29].O. The catalyst is CC(C)=O. The product is [ClH:29].[NH2:17][CH2:16][C:15]([N:13]1[CH2:14][C@H:10]([NH:9][C:1](=[O:8])[C:2]2[CH:3]=[CH:4][CH:5]=[CH:6][CH:7]=2)[CH2:11][C@H:12]1[C:26]([OH:28])=[O:27])=[O:25]. The yield is 0.938. (2) The reactants are Br[C:2]1[N:3]=[CH:4][C:5]([O:32][CH3:33])=[C:6]2[C:10]([C:11](=[O:31])[C:12]([N:14]3[CH2:19][CH2:18][N:17]([C:20]4[N:24]([C:25]5[CH:30]=[CH:29][CH:28]=[CH:27][N:26]=5)[N:23]=[N:22][N:21]=4)[CH2:16][CH2:15]3)=[O:13])=[CH:9][NH:8][C:7]=12.[N:34]1[CH:39]=[CH:38][C:37]([NH2:40])=[N:36][CH:35]=1.C1(P(C2C=CC=CC=2)C2C3OC4C(=CC=CC=4P(C4C=CC=CC=4)C4C=CC=CC=4)C(C)(C)C=3C=CC=2)C=CC=CC=1.C(=O)([O-])[O-].[Cs+].[Cs+]. The catalyst is O1CCOCC1.CO.C1C=CC(/C=C/C(/C=C/C2C=CC=CC=2)=O)=CC=1.C1C=CC(/C=C/C(/C=C/C2C=CC=CC=2)=O)=CC=1.C1C=CC(/C=C/C(/C=C/C2C=CC=CC=2)=O)=CC=1.[Pd].[Pd]. The product is [CH3:33][O:32][C:5]1[CH:4]=[N:3][C:2]([NH:40][C:37]2[CH:38]=[CH:39][N:34]=[CH:35][N:36]=2)=[C:7]2[NH:8][CH:9]=[C:10]([C:11](=[O:31])[C:12]([N:14]3[CH2:19][CH2:18][N:17]([C:20]4[N:24]([C:25]5[CH:30]=[CH:29][CH:28]=[CH:27][N:26]=5)[N:23]=[N:22][N:21]=4)[CH2:16][CH2:15]3)=[O:13])[C:6]=12. The yield is 0.0399.